Dataset: Kir2.1 potassium channel HTS with 301,493 compounds. Task: Binary Classification. Given a drug SMILES string, predict its activity (active/inactive) in a high-throughput screening assay against a specified biological target. (1) The compound is O=C1CCC\C(=N/NC(=O)c2ccc(COc3c(c4ccccc4)cccc3)cc2)C1. The result is 0 (inactive). (2) The molecule is O=c1c2c(n(Cc3ccc(OC)cc3)cc1C(=O)c1ccccc1)ccc(OC)c2. The result is 0 (inactive). (3) The compound is n1(ncc(c1)C)c1nc(cc(n1)c1ccccc1)c1ccccc1. The result is 0 (inactive). (4) The drug is O=C(N1CCC(CC1)C(O)=O)C(NC(=O)C(n1c(=O)c2c([nH]c1=O)cccc2)Cc1ccccc1)CC(C)C. The result is 0 (inactive). (5) The drug is Clc1ccc(C(=O)c2n(ncc2)C)cc1. The result is 0 (inactive).